Task: Predict the product of the given reaction.. Dataset: Forward reaction prediction with 1.9M reactions from USPTO patents (1976-2016) The product is: [O:11]1[CH2:12][CH:13]=[C:14]([C:17]([CH3:21])([CH3:20])[CH:18]=[O:19])[CH2:15][CH2:16]1. Given the reactants C(Cl)(=O)C(Cl)=O.CS(C)=O.[O:11]1[CH2:16][CH:15]=[C:14]([C:17]([CH3:21])([CH3:20])[CH2:18][OH:19])[CH2:13][CH2:12]1.C(N(CC)CC)C, predict the reaction product.